This data is from Full USPTO retrosynthesis dataset with 1.9M reactions from patents (1976-2016). The task is: Predict the reactants needed to synthesize the given product. (1) Given the product [CH:10]1[C:11]2[N:12]([CH2:17][C:18]([O:20][CH2:21][CH3:22])=[O:19])[C:13]3[C:5](=[CH:4][CH:3]=[CH:2][CH:1]=3)[C:6]=2[CH:7]=[CH:8][CH:9]=1, predict the reactants needed to synthesize it. The reactants are: [CH:1]1[C:13]2[NH:12][C:11]3[C:6](=[CH:7][CH:8]=[CH:9][CH:10]=3)[C:5]=2[CH:4]=[CH:3][CH:2]=1.[H-].[Na+].Br[CH2:17][C:18]([O:20][CH2:21][CH3:22])=[O:19].O. (2) Given the product [CH2:1]([CH:3]1[N:16]([C:22](=[O:32])[C:23]2[CH:31]=[CH:30][C:29]3[O:28][CH2:27][O:26][C:25]=3[CH:24]=2)[CH:15]=[C:14]([C:17]([O:19][CH2:20][CH3:21])=[O:18])[C:6]2[NH:7][C:8]3[CH:9]=[CH:10][CH:11]=[CH:12][C:13]=3[C:5]=2[CH2:4]1)[CH3:2], predict the reactants needed to synthesize it. The reactants are: [CH2:1]([CH:3]1[NH:16][CH:15]=[C:14]([C:17]([O:19][CH2:20][CH3:21])=[O:18])[C:6]2[NH:7][C:8]3[CH:9]=[CH:10][CH:11]=[CH:12][C:13]=3[C:5]=2[CH2:4]1)[CH3:2].[C:22](Cl)(=[O:32])[C:23]1[CH:31]=[CH:30][C:29]2[O:28][CH2:27][O:26][C:25]=2[CH:24]=1. (3) Given the product [Br:19][CH2:20][C:21]([NH:5][C:4]1[CH:3]=[C:2]([F:1])[CH:8]=[C:7]([F:9])[CH:6]=1)=[O:22], predict the reactants needed to synthesize it. The reactants are: [F:1][C:2]1[CH:3]=[C:4]([CH:6]=[C:7]([F:9])[CH:8]=1)[NH2:5].C(N(CC)C(C)C)(C)C.[Br:19][CH2:20][C:21](Br)=[O:22].